Predict the reaction yield, written as a fraction of the theoretical maximum amount of product (1.0 means a 100% yield; for example, 0.34 means a 34% yield). From a dataset of Reaction yield outcomes from USPTO patents with 853,638 reactions. The reactants are [NH2:1][C:2]1[N:10]=[CH:9][N:8]=[C:7]2[C:3]=1[N:4]=[CH:5][N:6]2[C@H:11]1[C@@H:15]2[O:16][C:17]([CH3:20])([CH3:19])[O:18][C@@H:14]2[C@@H:13]([CH2:21][N:22]([CH:30]([CH3:32])[CH3:31])[CH2:23][CH2:24][CH2:25][CH2:26][C:27](O)=[O:28])[O:12]1.[F:33][C:34]1[CH:35]=[C:36]([NH2:44])[C:37]([NH2:43])=[CH:38][C:39]=1[CH:40]([CH3:42])[CH3:41].CCN=C=NCCCN(C)C.C1C=CC2N(O)N=NC=2C=1.CCN(CC)CC. The catalyst is C(Cl)Cl. The product is [NH2:44][C:36]1[CH:35]=[C:34]([F:33])[C:39]([CH:40]([CH3:41])[CH3:42])=[CH:38][C:37]=1[NH:43][C:27](=[O:28])[CH2:26][CH2:25][CH2:24][CH2:23][N:22]([CH2:21][C@@H:13]1[C@@H:14]2[C@@H:15]([O:16][C:17]([CH3:19])([CH3:20])[O:18]2)[C@H:11]([N:6]2[CH:5]=[N:4][C:3]3[C:7]2=[N:8][CH:9]=[N:10][C:2]=3[NH2:1])[O:12]1)[CH:30]([CH3:31])[CH3:32]. The yield is 0.370.